From a dataset of NCI-60 drug combinations with 297,098 pairs across 59 cell lines. Regression. Given two drug SMILES strings and cell line genomic features, predict the synergy score measuring deviation from expected non-interaction effect. (1) Drug 1: CC1C(C(CC(O1)OC2CC(CC3=C2C(=C4C(=C3O)C(=O)C5=C(C4=O)C(=CC=C5)OC)O)(C(=O)CO)O)N)O.Cl. Drug 2: C1=NC2=C(N1)C(=S)N=C(N2)N. Cell line: HCC-2998. Synergy scores: CSS=32.2, Synergy_ZIP=-3.20, Synergy_Bliss=-4.16, Synergy_Loewe=-7.84, Synergy_HSA=-0.0367. (2) Drug 1: C#CCC(CC1=CN=C2C(=N1)C(=NC(=N2)N)N)C3=CC=C(C=C3)C(=O)NC(CCC(=O)O)C(=O)O. Drug 2: COC1=C2C(=CC3=C1OC=C3)C=CC(=O)O2. Cell line: OVCAR-8. Synergy scores: CSS=-3.62, Synergy_ZIP=6.10, Synergy_Bliss=-2.46, Synergy_Loewe=-5.19, Synergy_HSA=-5.98. (3) Cell line: HT29. Synergy scores: CSS=27.4, Synergy_ZIP=2.66, Synergy_Bliss=3.75, Synergy_Loewe=-25.8, Synergy_HSA=2.34. Drug 1: C1=NC2=C(N1)C(=S)N=CN2. Drug 2: C(CC(=O)O)C(=O)CN.Cl. (4) Drug 1: CN1CCC(CC1)COC2=C(C=C3C(=C2)N=CN=C3NC4=C(C=C(C=C4)Br)F)OC. Drug 2: CC12CCC3C(C1CCC2OP(=O)(O)O)CCC4=C3C=CC(=C4)OC(=O)N(CCCl)CCCl.[Na+]. Cell line: SNB-75. Synergy scores: CSS=0.346, Synergy_ZIP=-5.34, Synergy_Bliss=-9.80, Synergy_Loewe=-14.2, Synergy_HSA=-8.41. (5) Drug 1: CC(C)(C#N)C1=CC(=CC(=C1)CN2C=NC=N2)C(C)(C)C#N. Drug 2: C(CC(=O)O)C(=O)CN.Cl. Cell line: PC-3. Synergy scores: CSS=2.71, Synergy_ZIP=2.94, Synergy_Bliss=5.56, Synergy_Loewe=0.749, Synergy_HSA=1.10.